Task: Predict the reactants needed to synthesize the given product.. Dataset: Full USPTO retrosynthesis dataset with 1.9M reactions from patents (1976-2016) Given the product [Br:14][CH:1]([C:3]1[NH:12][C:11](=[O:13])[C:10]2[C:5](=[CH:6][CH:7]=[CH:8][CH:9]=2)[N:4]=1)[CH3:2], predict the reactants needed to synthesize it. The reactants are: [CH2:1]([C:3]1[NH:12][C:11](=[O:13])[C:10]2[C:5](=[CH:6][CH:7]=[CH:8][CH:9]=2)[N:4]=1)[CH3:2].[Br:14]Br.O.